This data is from Catalyst prediction with 721,799 reactions and 888 catalyst types from USPTO. The task is: Predict which catalyst facilitates the given reaction. (1) Reactant: [N+:1]([C:4]1[CH:17]=[CH:16][C:7]2[N:8]=[C:9]([C:11]([O:13][CH2:14][CH3:15])=[O:12])[NH:10][C:6]=2[CH:5]=1)([O-])=O. Product: [NH2:1][C:4]1[CH:17]=[CH:16][C:7]2[N:8]=[C:9]([C:11]([O:13][CH2:14][CH3:15])=[O:12])[NH:10][C:6]=2[CH:5]=1. The catalyst class is: 78. (2) Reactant: [CH2:1]([NH2:5])[CH2:2][CH2:3][NH2:4].[C:6](=O)([O:15]C1C=CC=CC=1)[O:7][CH2:8][C:9]1[CH:14]=[CH:13][CH:12]=[CH:11][CH:10]=1. Product: [NH2:4][CH2:3][CH2:2][CH2:1][NH:5][C:6](=[O:15])[O:7][CH2:8][C:9]1[CH:14]=[CH:13][CH:12]=[CH:11][CH:10]=1. The catalyst class is: 14. (3) Reactant: CS([C:5]1[N:10]=[C:9]([C:11]2[N:15]3[CH:16]=[CH:17][CH:18]=[CH:19][C:14]3=[N:13][C:12]=2[C:20]2[CH:25]=[CH:24][CH:23]=[C:22]([CH3:26])[N:21]=2)[CH:8]=[CH:7][N:6]=1)(=O)=O.[C:27]([O:31][C:32](=[O:39])[NH:33][CH2:34][CH2:35][CH2:36][CH2:37][NH2:38])([CH3:30])([CH3:29])[CH3:28]. Product: [C:27]([O:31][C:32](=[O:39])[NH:33][CH2:34][CH2:35][CH2:36][CH2:37][NH:38][C:5]1[N:10]=[C:9]([C:11]2[N:15]3[CH:16]=[CH:17][CH:18]=[CH:19][C:14]3=[N:13][C:12]=2[C:20]2[CH:25]=[CH:24][CH:23]=[C:22]([CH3:26])[N:21]=2)[CH:8]=[CH:7][N:6]=1)([CH3:30])([CH3:28])[CH3:29]. The catalyst class is: 23. (4) Reactant: [CH2:1]([N:8]1[CH2:12][CH:11]([C:13]2[CH:18]=[CH:17][C:16]([Cl:19])=[C:15]([Cl:20])[CH:14]=2)[CH:10]([NH:21][CH3:22])[CH2:9]1)[C:2]1[CH:7]=[CH:6][CH:5]=[CH:4][CH:3]=1.[F:23][C:24]1[CH:25]=[C:26]([CH:29]=[CH:30][C:31]=1[C:32]([F:35])([F:34])[F:33])[CH:27]=O.[BH3-]C#N.[Na+]. Product: [CH2:1]([N:8]1[CH2:12][CH:11]([C:13]2[CH:18]=[CH:17][C:16]([Cl:19])=[C:15]([Cl:20])[CH:14]=2)[CH:10]([N:21]([CH2:27][C:26]2[CH:29]=[CH:30][C:31]([C:32]([F:33])([F:34])[F:35])=[C:24]([F:23])[CH:25]=2)[CH3:22])[CH2:9]1)[C:2]1[CH:3]=[CH:4][CH:5]=[CH:6][CH:7]=1. The catalyst class is: 467. (5) Reactant: Cl[C:2]1[C:11]2=[N:12][N:13](CC3C=CC(OC)=CC=3)[CH:14]=[C:10]2[C:9]2[CH:8]=[C:7]([C:24]#[N:25])[CH:6]=[CH:5][C:4]=2[N:3]=1.[NH:26]1[C:34]2[C:29](=[CH:30][CH:31]=[C:32]([NH2:35])[CH:33]=2)[CH:28]=[N:27]1.Cl. Product: [NH:26]1[C:34]2[C:29](=[CH:30][CH:31]=[C:32]([NH:35][C:2]3[C:11]4=[N:12][NH:13][CH:14]=[C:10]4[C:9]4[CH:8]=[C:7]([C:24]#[N:25])[CH:6]=[CH:5][C:4]=4[N:3]=3)[CH:33]=2)[CH:28]=[N:27]1. The catalyst class is: 71.